This data is from Catalyst prediction with 721,799 reactions and 888 catalyst types from USPTO. The task is: Predict which catalyst facilitates the given reaction. (1) Reactant: [F:1][C:2]1[CH:10]=[CH:9][C:8]([C:11]([F:14])([F:13])[F:12])=[CH:7][C:3]=1[C:4](Cl)=[O:5].[CH3:15][O:16][C:17]1[CH:22]=[C:21]([NH2:23])[CH:20]=[CH:19][N:18]=1.N1C=CC=CC=1.Cl. Product: [F:1][C:2]1[CH:10]=[CH:9][C:8]([C:11]([F:14])([F:13])[F:12])=[CH:7][C:3]=1[C:4]([NH:23][C:21]1[CH:20]=[CH:19][N:18]=[C:17]([O:16][CH3:15])[CH:22]=1)=[O:5]. The catalyst class is: 4. (2) Reactant: [F:1][C:2]([F:17])([O:9][C:10]1[CH:15]=[CH:14][C:13]([F:16])=[CH:12][CH:11]=1)[C:3]([N:5]([O:7][CH3:8])[CH3:6])=[O:4].[H-].[Al+3].[Li+].[H-].[H-].[H-].[OH-].[Na+].C(OCC)C. Product: [F:17][C:2]([F:1])([O:9][C:10]1[CH:11]=[CH:12][C:13]([F:16])=[CH:14][CH:15]=1)[CH:3]([N:5]([O:7][CH3:8])[CH3:6])[OH:4]. The catalyst class is: 1. (3) Reactant: [CH2:1]([O:3][C:4](=[O:16])[CH2:5][N:6]1[C:14]2[C:9](=[CH:10][CH:11]=[C:12]([OH:15])[CH:13]=2)[CH:8]=[CH:7]1)[CH3:2].[F:17][C:18]([F:39])([F:38])[O:19][C:20]1[CH:25]=[CH:24][C:23]([C:26]2[N:31]=[C:30]([C:32]([F:35])([F:34])[F:33])[C:29]([CH2:36]O)=[CH:28][CH:27]=2)=[CH:22][CH:21]=1.C(P(CCCC)CCCC)CCC.CN(C)C(N=NC(N(C)C)=O)=O. Product: [CH2:1]([O:3][C:4](=[O:16])[CH2:5][N:6]1[C:14]2[C:9](=[CH:10][CH:11]=[C:12]([O:15][CH2:36][C:29]3[C:30]([C:32]([F:34])([F:33])[F:35])=[N:31][C:26]([C:23]4[CH:22]=[CH:21][C:20]([O:19][C:18]([F:39])([F:17])[F:38])=[CH:25][CH:24]=4)=[CH:27][CH:28]=3)[CH:13]=2)[CH:8]=[CH:7]1)[CH3:2]. The catalyst class is: 7. (4) Reactant: C(N1CCCC1)C1C=CC=CC=1.[CH2:13]([N:20]1[CH2:24][CH2:23][CH:22]([OH:25])[CH2:21]1)[C:14]1[CH:19]=[CH:18][CH:17]=[CH:16][CH:15]=1.CCCCCCCC.CCCCCCCCCC. Product: [CH2:13]([N:20]1[CH2:24][CH2:23][C@@H:22]([OH:25])[CH2:21]1)[C:14]1[CH:15]=[CH:16][CH:17]=[CH:18][CH:19]=1. The catalyst class is: 81. (5) Reactant: C(O[K])(C)(C)C.Br[CH2:8][CH2:9][CH2:10][C:11]([O:13][CH2:14][CH3:15])=[O:12].[S:16]1[C:20]2[CH:21]=[CH:22][CH:23]=[CH:24][C:19]=2[N:18]=[C:17]1[NH:25][C@H:26]([C:35]([O:37][C:38]([CH3:41])([CH3:40])[CH3:39])=[O:36])[CH2:27][C:28]1[CH:33]=[CH:32][C:31]([OH:34])=[CH:30][CH:29]=1. Product: [S:16]1[C:20]2[CH:21]=[CH:22][CH:23]=[CH:24][C:19]=2[N:18]=[C:17]1[NH:25][C@H:26]([C:35]([O:37][C:38]([CH3:41])([CH3:40])[CH3:39])=[O:36])[CH2:27][C:28]1[CH:33]=[CH:32][C:31]([O:34][CH2:8][CH2:9][CH2:10][C:11]([O:13][CH2:14][CH3:15])=[O:12])=[CH:30][CH:29]=1. The catalyst class is: 3.